Dataset: Catalyst prediction with 721,799 reactions and 888 catalyst types from USPTO. Task: Predict which catalyst facilitates the given reaction. (1) Reactant: Cl.[NH2:2][C:3]1[C:12]2[N:13]=[C:14]([CH2:25][CH2:26][CH2:27][CH2:28][NH:29]C(=O)OC(C)(C)C)[N:15]([CH2:16][CH2:17][O:18][C:19]3[CH:24]=[CH:23][CH:22]=[CH:21][CH:20]=3)[C:11]=2[C:10]2[CH:9]=[CH:8][C:7]([O:37][CH2:38][C:39]3[CH:44]=[CH:43][CH:42]=[CH:41][CH:40]=3)=[CH:6][C:5]=2[N:4]=1. Product: [NH2:29][CH2:28][CH2:27][CH2:26][CH2:25][C:14]1[N:15]([CH2:16][CH2:17][O:18][C:19]2[CH:20]=[CH:21][CH:22]=[CH:23][CH:24]=2)[C:11]2[C:10]3[CH:9]=[CH:8][C:7]([O:37][CH2:38][C:39]4[CH:44]=[CH:43][CH:42]=[CH:41][CH:40]=4)=[CH:6][C:5]=3[N:4]=[C:3]([NH2:2])[C:12]=2[N:13]=1. The catalyst class is: 8. (2) Reactant: [F:1][C:2]([C:16]1[CH:21]=[CH:20][CH:19]=[C:18]([O:22][C:23]2[CH:28]=[CH:27][C:26]([C:29]([F:32])([F:31])[F:30])=[CH:25][N:24]=2)[CH:17]=1)=[C:3]1[CH2:8][CH2:7][N:6](C(OC(C)(C)C)=O)[CH2:5][CH2:4]1.C(O)(C(F)(F)F)=O. Product: [F:1][C:2](=[C:3]1[CH2:8][CH2:7][NH:6][CH2:5][CH2:4]1)[C:16]1[CH:17]=[C:18]([CH:19]=[CH:20][CH:21]=1)[O:22][C:23]1[CH:28]=[CH:27][C:26]([C:29]([F:31])([F:32])[F:30])=[CH:25][N:24]=1. The catalyst class is: 2. (3) Reactant: [C:1]([O:7][C@H:8]([CH3:25])[CH2:9][NH:10][C:11]([C@@H:13]([CH2:22][CH:23]=[CH2:24])[CH2:14][C:15]([O:17]C(C)(C)C)=O)=[O:12])(=[O:6])[CH2:2][CH2:3]C=C.C[C@@H]1CNC(=O)[C@H](CC(OC(C)(C)C)=O)CC=CCCC(=O)O1.FC(F)(F)C(O)=O.C[C@@H]1CNC(=O)[C@H](CC(O)=O)CC=CCCC(=O)O1.[Cl:75][C:76]1[CH:81]=[CH:80][C:79]([CH2:82][NH2:83])=[CH:78][CH:77]=1. Product: [Cl:75][C:76]1[CH:81]=[CH:80][C:79]([CH2:82][NH:83][C:15](=[O:17])[CH2:14][C@@H:13]2[CH2:22][CH:23]=[CH:24][CH2:3][CH2:2][C:1](=[O:6])[O:7][C@H:8]([CH3:25])[CH2:9][NH:10][C:11]2=[O:12])=[CH:78][CH:77]=1. The catalyst class is: 512. (4) Reactant: [C:1]([C:3]1[CH:8]=[C:7]([C:9]2[CH:14]=[CH:13][N:12]=[C:11]([NH:15][C:16]3[CH:21]=[CH:20][C:19]([CH2:22][CH2:23]O)=[CH:18][CH:17]=3)[N:10]=2)[CH:6]=[CH:5][C:4]=1[NH:25][C:26](=[O:30])[CH:27]([CH3:29])[CH3:28])#[N:2].[CH3:31][CH2:32][N:33](C(C)C)[CH:34](C)[CH3:35].CS(Cl)(=O)=O.N(CC)CC. Product: [C:1]([C:3]1[CH:8]=[C:7]([C:9]2[CH:14]=[CH:13][N:12]=[C:11]([NH:15][C:16]3[CH:17]=[CH:18][C:19]([CH2:22][CH2:23][N:33]([CH2:34][CH3:35])[CH2:32][CH3:31])=[CH:20][CH:21]=3)[N:10]=2)[CH:6]=[CH:5][C:4]=1[NH:25][C:26](=[O:30])[CH:27]([CH3:29])[CH3:28])#[N:2]. The catalyst class is: 2. (5) Reactant: [CH2:1]([N:4]1[CH2:9][CH2:8][N:7]([C:10]([O:12][CH:13]2[C:14]([O:47]C(OCC)C)([CH3:46])[CH2:15][CH2:16][CH:17]([OH:45])[CH2:18][C:19]([O:21][CH:22](/[C:27](/[CH3:44])=[CH:28]/[CH:29]=[CH:30]/[C:31]([OH:43])([CH3:42])[CH2:32][CH:33]3[O:41][CH:34]3[CH:35]([CH3:40])[CH:36]([OH:39])[CH2:37][CH3:38])[CH:23]([CH3:26])[CH:24]=[CH:25]2)=[O:20])=[O:11])[CH2:6][CH2:5]1)[CH:2]=[CH2:3].C1(C)C=CC(S([O-])(=O)=O)=CC=1.[NH+]1C=CC=CC=1.CC(O)(C)C. Product: [CH2:1]([N:4]1[CH2:5][CH2:6][N:7]([C:10]([O:12][CH:13]2[C:14]([OH:47])([CH3:46])[CH2:15][CH2:16][CH:17]([OH:45])[CH2:18][C:19]([O:21][CH:22](/[C:27](/[CH3:44])=[CH:28]/[CH:29]=[CH:30]/[C:31]([OH:43])([CH3:42])[CH2:32][CH:33]3[O:41][CH:34]3[CH:35]([CH3:40])[CH:36]([OH:39])[CH2:37][CH3:38])[CH:23]([CH3:26])[CH:24]=[CH:25]2)=[O:20])=[O:11])[CH2:8][CH2:9]1)[CH:2]=[CH2:3]. The catalyst class is: 7.